From a dataset of Peptide-MHC class I binding affinity with 185,985 pairs from IEDB/IMGT. Regression. Given a peptide amino acid sequence and an MHC pseudo amino acid sequence, predict their binding affinity value. This is MHC class I binding data. (1) The peptide sequence is ALYLLDGLR. The MHC is HLA-A03:01 with pseudo-sequence HLA-A03:01. The binding affinity (normalized) is 0.0847. (2) The peptide sequence is GLAEKPNDY. The MHC is HLA-A26:02 with pseudo-sequence HLA-A26:02. The binding affinity (normalized) is 0.0847. (3) The peptide sequence is VMDTLNGIM. The MHC is HLA-A02:03 with pseudo-sequence HLA-A02:03. The binding affinity (normalized) is 0.523. (4) The peptide sequence is FASADNHPK. The MHC is HLA-A31:01 with pseudo-sequence HLA-A31:01. The binding affinity (normalized) is 0.129.